Dataset: Reaction yield outcomes from USPTO patents with 853,638 reactions. Task: Predict the reaction yield, written as a fraction of the theoretical maximum amount of product (1.0 means a 100% yield; for example, 0.34 means a 34% yield). The reactants are [Cl:1][C:2]1[C:3]2[CH:10]=[CH:9][NH:8][C:4]=2[N:5]=[CH:6][N:7]=1.C1C(=O)N([I:18])C(=O)C1.O. The catalyst is CN(C=O)C. The product is [Cl:1][C:2]1[C:3]2[C:10]([I:18])=[CH:9][NH:8][C:4]=2[N:5]=[CH:6][N:7]=1. The yield is 1.00.